From a dataset of Full USPTO retrosynthesis dataset with 1.9M reactions from patents (1976-2016). Predict the reactants needed to synthesize the given product. (1) Given the product [NH2:7][C@@H:8]([CH2:9][C:10]1[CH:11]=[CH:12][C:13]([N:16]2[CH2:20][C:19](=[O:21])[N:18]([CH2:22][C:23]3[CH:28]=[CH:27][C:26]([O:29][CH3:30])=[CH:25][CH:24]=3)[S:17]2(=[O:31])=[O:32])=[CH:14][CH:15]=1)[C:33]([NH:34][CH2:35][CH2:36][CH2:37][CH2:38][CH3:39])=[O:40], predict the reactants needed to synthesize it. The reactants are: C(OC(=O)[NH:7][C@H:8]([C:33](=[O:40])[NH:34][CH2:35][CH2:36][CH2:37][CH2:38][CH3:39])[CH2:9][C:10]1[CH:15]=[CH:14][C:13]([N:16]2[CH2:20][C:19](=[O:21])[N:18]([CH2:22][C:23]3[CH:28]=[CH:27][C:26]([O:29][CH3:30])=[CH:25][CH:24]=3)[S:17]2(=[O:32])=[O:31])=[CH:12][CH:11]=1)(C)(C)C.C(O)(C(F)(F)F)=O. (2) Given the product [F:1][C:2]1[CH:7]=[CH:6][C:5]([F:8])=[CH:4][C:3]=1[S:9]([NH:12][C:13]1[CH:18]=[CH:17][CH:16]=[C:15]([CH:19]=[O:20])[C:14]=1[F:21])(=[O:11])=[O:10], predict the reactants needed to synthesize it. The reactants are: [F:1][C:2]1[CH:7]=[CH:6][C:5]([F:8])=[CH:4][C:3]=1[S:9]([NH:12][C:13]1[CH:18]=[CH:17][CH:16]=[C:15]([CH2:19][OH:20])[C:14]=1[F:21])(=[O:11])=[O:10].I(C1C=CC=CC=1C(O)=O)(=O)=O.O. (3) Given the product [CH3:26][N:27]([CH3:31])[CH2:28][CH2:29][NH:30][C:18]([C:16]1[S:15][C:10]2=[N:11][C:12]3[C:7]([CH:8]=[C:9]2[CH:17]=1)=[CH:6][C:5]([C:1]([CH3:2])([CH3:4])[CH3:3])=[CH:14][CH:13]=3)=[O:20], predict the reactants needed to synthesize it. The reactants are: [C:1]([C:5]1[CH:6]=[C:7]2[C:12](=[CH:13][CH:14]=1)[N:11]=[C:10]1[S:15][C:16]([C:18]([OH:20])=O)=[CH:17][C:9]1=[CH:8]2)([CH3:4])([CH3:3])[CH3:2].CN(C=O)C.[CH3:26][N:27]([CH3:31])[CH2:28][CH2:29][NH2:30].C(N(C(C)C)CC)(C)C. (4) Given the product [CH3:1][O:2][C:3]([C:4]1[CH:5]=[C:6]([C:24]2[CH:29]=[CH:28][CH:27]=[CH:26][CH:25]=2)[CH:7]=[C:8]([N:10]2[CH2:14][CH2:13][CH2:12][C:11]2=[O:15])[CH:9]=1)=[O:17], predict the reactants needed to synthesize it. The reactants are: [CH3:1][O:2][C:3](=[O:17])[C:4]1[CH:9]=[C:8]([N:10]2[CH2:14][CH2:13][CH2:12][C:11]2=[O:15])[CH:7]=[C:6](Br)[CH:5]=1.C([O-])([O-])=O.[Na+].[Na+].[C:24]1(B(O)O)[CH:29]=[CH:28][CH:27]=[CH:26][CH:25]=1. (5) Given the product [Cl:27][C:7]1[N:6]2[N:13]=[CH:14][CH:15]=[C:5]2[C:4]2[CH:3]=[C:2]([Cl:1])[CH:11]=[CH:10][C:9]=2[N:8]=1, predict the reactants needed to synthesize it. The reactants are: [Cl:1][C:2]1[CH:11]=[CH:10][C:9]2[NH:8][C:7](=O)[N:6]3[N:13]=[CH:14][CH:15]=[C:5]3[C:4]=2[CH:3]=1.C(N(C(C)C)CC)(C)C.P(Cl)(Cl)([Cl:27])=O.